This data is from M1 muscarinic receptor agonist screen with 61,833 compounds. The task is: Binary Classification. Given a drug SMILES string, predict its activity (active/inactive) in a high-throughput screening assay against a specified biological target. (1) The compound is o1c(CN(Cc2cc3c([nH]c2=O)cccc3)C(=O)c2ccncc2)ccc1. The result is 0 (inactive). (2) The drug is S1(=O)(=O)N(Cc2ccc(cc2)C(O)=O)C(=O)c2c1cccc2. The result is 0 (inactive). (3) The result is 0 (inactive). The drug is Fc1c(c2oc(c(n2)CN2CCC(CC2)C(=O)NCc2occc2)C)cccc1. (4) The compound is S(=O)(=O)(N1CCc2c(C1)cccc2)c1cc2CCN(c2cc1)C(=O)C. The result is 0 (inactive). (5) The compound is Brc1ccc(n2c(=O)[nH]c(N3CCOCC3)cc2=O)cc1. The result is 0 (inactive). (6) The compound is o1nc(c2CCCCc12)C(=O)NCc1cccnc1. The result is 0 (inactive).